From a dataset of Forward reaction prediction with 1.9M reactions from USPTO patents (1976-2016). Predict the product of the given reaction. (1) Given the reactants Cl.[NH2:2][C:3]1[CH:9]=[CH:8][C:6]([OH:7])=[CH:5][C:4]=1[OH:10].C(N(CC)CC)C.[CH3:18][O:19][C:20]1[CH:27]=[CH:26][C:23]([CH:24]=O)=[CH:22][N:21]=1, predict the reaction product. The product is: [CH3:18][O:19][C:20]1[N:21]=[CH:22][C:23]([CH:24]=[N:2][C:3]2[CH:9]=[CH:8][C:6]([OH:7])=[CH:5][C:4]=2[OH:10])=[CH:26][CH:27]=1. (2) Given the reactants [CH:1]1(F)[O:9][C@@H:8]([CH3:10])[C@@H:6]([OH:7])[C@@H:4]([OH:5])[C@@H:2]1O.C(C1C(C(C)(C)C)=NC=CC=1)(C)(C)C.CC[O:28]CC, predict the reaction product. The product is: [O:9]1[C@H:8]([CH2:10][OH:28])[C@H:6]([OH:7])[C@H:4]([OH:5])[CH:2]=[CH:1]1. (3) Given the reactants [OH:1][CH2:2][CH2:3][O:4][CH:5]([CH3:15])[CH2:6][NH:7]C(=O)OC(C)(C)C.[ClH:16], predict the reaction product. The product is: [ClH:16].[NH2:7][CH2:6][CH:5]([CH3:15])[O:4][CH2:3][CH2:2][OH:1]. (4) The product is: [F:13][C:14]1[C:22]([C:23]([F:25])([F:26])[F:24])=[N:21][CH:20]=[CH:19][C:15]=1[CH2:16][OH:17]. Given the reactants C(N1C=CN=C1)(N1C=CN=C1)=O.[F:13][C:14]1[C:22]([C:23]([F:26])([F:25])[F:24])=[N:21][CH:20]=[CH:19][C:15]=1[C:16](O)=[O:17].[BH4-].[Na+].Cl, predict the reaction product.